The task is: Predict the reactants needed to synthesize the given product.. This data is from Full USPTO retrosynthesis dataset with 1.9M reactions from patents (1976-2016). (1) Given the product [Cl:14][C:9]1[CH:8]=[C:7]([C:5]2[N:6]=[C:2]([N:23]3[CH:24]=[CH:25][N:26]=[C:22]3[CH3:21])[O:3][C:4]=2[CH2:15][CH2:16][C:17]([O:19][CH3:20])=[O:18])[CH:12]=[CH:11][C:10]=1[Cl:13], predict the reactants needed to synthesize it. The reactants are: Cl[C:2]1[O:3][C:4]([CH2:15][CH2:16][C:17]([O:19][CH3:20])=[O:18])=[C:5]([C:7]2[CH:12]=[CH:11][C:10]([Cl:13])=[C:9]([Cl:14])[CH:8]=2)[N:6]=1.[CH3:21][C:22]1[NH:23][CH:24]=[CH:25][N:26]=1.C(=O)([O-])[O-].[K+].[K+]. (2) Given the product [F:1][C:2]1[CH:7]=[CH:6][C:5]([C@:8]23[CH2:16][CH2:15][CH2:14][CH:13]2[CH2:12][S:11][C:10]([NH2:17])=[N:9]3)=[CH:4][C:3]=1[O:25][CH3:26], predict the reactants needed to synthesize it. The reactants are: [F:1][C:2]1[CH:7]=[CH:6][C:5]([C:8]23[CH2:16][CH2:15][CH2:14][CH:13]2[CH2:12][S:11][C:10]([NH:17]C(=O)OC(C)(C)C)=[N:9]3)=[CH:4][C:3]=1[O:25][CH3:26].C(O)(C(F)(F)F)=O.